Regression/Classification. Given a drug SMILES string, predict its absorption, distribution, metabolism, or excretion properties. Task type varies by dataset: regression for continuous measurements (e.g., permeability, clearance, half-life) or binary classification for categorical outcomes (e.g., BBB penetration, CYP inhibition). For this dataset (lipophilicity_astrazeneca), we predict Y. From a dataset of Experimental lipophilicity measurements (octanol/water distribution) for 4,200 compounds from AstraZeneca. (1) The compound is COc1ccc2ncc(=O)n(CCN3CC[C@@H](NCc4ccc5c(n4)NC(=O)CO5)[C@@H](O)C3)c2c1. The Y is 0.370 logD. (2) The drug is CC[C@H](CO)Nc1nc(NCc2ccccc2)c2ncn(C(C)C)c2n1. The Y is 3.63 logD. (3) The compound is O=C(COCc1cscn1)N1CCN(c2ccc(Cl)cc2Cl)CC1. The Y is 3.07 logD. (4) The compound is CN[C@@H](C)[C@H](O)c1ccccc1. The Y is -1.15 logD.